This data is from Catalyst prediction with 721,799 reactions and 888 catalyst types from USPTO. The task is: Predict which catalyst facilitates the given reaction. (1) Reactant: [Cl:1][C:2]1[C:7]([F:8])=[C:6]([CH3:9])[C:5](I)=[CH:4][N:3]=1.[C:11]([Si:13]([CH3:16])([CH3:15])[CH3:14])#[CH:12].C(N(CC)C(C)C)(C)C. Product: [Cl:1][C:2]1[C:7]([F:8])=[C:6]([CH3:9])[C:5]([C:12]#[C:11][Si:13]([CH3:16])([CH3:15])[CH3:14])=[CH:4][N:3]=1. The catalyst class is: 184. (2) Reactant: [CH:1]1([CH2:4][N:5]2[C:9]3[N:10]=[CH:11][N:12]=[C:13]([NH2:14])[C:8]=3[C:7](I)=[CH:6]2)[CH2:3][CH2:2]1.[C:16]1([C:22]2[CH:31]=[CH:30][C:29]3[C:24](=[CH:25][C:26](B4OC(C)(C)C(C)(C)O4)=[CH:27][CH:28]=3)[N:23]=2)[CH:21]=[CH:20][CH:19]=[CH:18][CH:17]=1.C([O-])([O-])=O.[Na+].[Na+].O. Product: [CH:1]1([CH2:4][N:5]2[C:9]3[N:10]=[CH:11][N:12]=[C:13]([NH2:14])[C:8]=3[C:7]([C:26]3[CH:25]=[C:24]4[C:29]([CH:30]=[CH:31][C:22]([C:16]5[CH:21]=[CH:20][CH:19]=[CH:18][CH:17]=5)=[N:23]4)=[CH:28][CH:27]=3)=[CH:6]2)[CH2:3][CH2:2]1. The catalyst class is: 128. (3) Reactant: I[C:2]1[C:11]2[C:6](=[CH:7][CH:8]=[CH:9][CH:10]=2)[CH:5]=[CH:4][CH:3]=1.C([Li])CCC.C[O:18][C:19]1[CH2:23][CH2:22][C:21](=O)[CH:20]=1. Product: [C:2]1([C:21]2[CH2:22][CH2:23][C:19](=[O:18])[CH:20]=2)[C:11]2[C:6](=[CH:7][CH:8]=[CH:9][CH:10]=2)[CH:5]=[CH:4][CH:3]=1. The catalyst class is: 7. (4) Reactant: [F:1][C:2]1[C:8]([N+:9]([O-:11])=[O:10])=[CH:7][C:5]([NH2:6])=[CH:4][CH:3]=1.[CH2:12]([CH:15]([C:21](OCC)=[O:22])[C:16]([O:18][CH2:19][CH3:20])=[O:17])[CH2:13][CH3:14]. Product: [F:1][C:2]1[CH:3]=[CH:4][C:5]([NH:6][C:21]([CH:15]([CH2:12][CH2:13][CH3:14])[C:16]([O:18][CH2:19][CH3:20])=[O:17])=[O:22])=[CH:7][C:8]=1[N+:9]([O-:11])=[O:10]. The catalyst class is: 2. (5) Product: [NH2:1][C:2]1[C:11]2[C:6](=[C:7]([C:25]3[CH:26]=[C:21]([O:20][CH3:19])[CH:22]=[CH:23][C:24]=3[O:27][CH3:28])[CH:8]=[CH:9][CH:10]=2)[N:5]=[N:4][C:3]=1[C:13]([NH:15][CH2:16][CH2:17][CH3:18])=[O:14]. The catalyst class is: 235. Reactant: [NH2:1][C:2]1[C:11]2[C:6](=[C:7](Br)[CH:8]=[CH:9][CH:10]=2)[N:5]=[N:4][C:3]=1[C:13]([NH:15][CH2:16][CH2:17][CH3:18])=[O:14].[CH3:19][O:20][C:21]1[CH:26]=[CH:25][C:24]([O:27][CH3:28])=[CH:23][C:22]=1B(O)O. (6) Reactant: [NH:1]1[C:9]2[C:4](=[CH:5][CH:6]=[CH:7][C:8]=2[C:10](OCC)=[O:11])[CH:3]=[N:2]1.[H-].[Al+3].[Li+].[H-].[H-].[H-].O.O.O.O.O.O.O.O.O.O.S([O-])([O-])(=O)=O.[Na+].[Na+]. Product: [NH:1]1[C:9]2[C:4](=[CH:5][CH:6]=[CH:7][C:8]=2[CH2:10][OH:11])[CH:3]=[N:2]1. The catalyst class is: 1. (7) Product: [CH3:32][N:33]([CH2:2][C:3]1[N:4]=[C:5]([NH:8][C:9](=[O:31])[C:10]2[CH:15]=[C:14]([O:16][C:17]3[CH:22]=[CH:21][C:20]([S:23]([CH3:26])(=[O:25])=[O:24])=[CH:19][CH:18]=3)[CH:13]=[C:12]([O:27][CH:28]([CH3:30])[CH3:29])[CH:11]=2)[S:6][CH:7]=1)[CH3:34]. Reactant: Cl[CH2:2][C:3]1[N:4]=[C:5]([NH:8][C:9](=[O:31])[C:10]2[CH:15]=[C:14]([O:16][C:17]3[CH:22]=[CH:21][C:20]([S:23]([CH3:26])(=[O:25])=[O:24])=[CH:19][CH:18]=3)[CH:13]=[C:12]([O:27][CH:28]([CH3:30])[CH3:29])[CH:11]=2)[S:6][CH:7]=1.[CH3:32][NH:33][CH3:34]. The catalyst class is: 1. (8) Reactant: [CH:1]1([S:4]([C:7]2[CH:12]=[CH:11][C:10]([CH:13]([CH2:18][CH:19]3[CH2:24][CH2:23][O:22][CH2:21][CH2:20]3)[C:14](=[O:17])[CH:15]=[CH2:16])=[CH:9][CH:8]=2)(=[O:6])=[O:5])[CH2:3][CH2:2]1.[F:25][C:26]([F:37])([F:36])[CH:27]([C:29]1[S:33][C:32]([CH:34]=[O:35])=[N:31][CH:30]=1)[OH:28].C(N(CC)CC)C.O1CCCC1. Product: [CH:1]1([S:4]([C:7]2[CH:8]=[CH:9][C:10]([CH:13]([CH2:18][CH:19]3[CH2:24][CH2:23][O:22][CH2:21][CH2:20]3)[C:14](=[O:17])[CH2:15][CH2:16][C:34]([C:32]3[S:33][C:29]([CH:27]([OH:28])[C:26]([F:36])([F:25])[F:37])=[CH:30][N:31]=3)=[O:35])=[CH:11][CH:12]=2)(=[O:6])=[O:5])[CH2:3][CH2:2]1. The catalyst class is: 433. (9) Product: [S:3]1[C:8]2=[C:9]3[C:13](=[CH:14][CH:15]=[C:7]2[O:6][CH2:5][CH2:4]1)[NH:12][C:11]([C:16]([OH:18])=[O:17])=[CH:10]3. Reactant: CO.[S:3]1[C:8]2=[C:9]3[C:13](=[CH:14][CH:15]=[C:7]2[O:6][CH2:5][CH2:4]1)[NH:12][C:11]([C:16]([O:18]CC)=[O:17])=[CH:10]3.[Li+].[OH-]. The catalyst class is: 1. (10) Reactant: [C:1]1([C:7]2[CH:8]=[C:9]([C:16]([O:18]/[N:19]=[C:20](/[C:22]3[CH:39]=[CH:38][C:25]([CH2:26][N:27]4[CH2:30][CH:29]([C:31]([O:33][C:34]([CH3:37])([CH3:36])[CH3:35])=[O:32])[CH2:28]4)=[CH:24][CH:23]=3)\[NH2:21])=O)[S:10][C:11]=2[C:12]([F:15])([F:14])[F:13])[CH:6]=[CH:5][CH:4]=[CH:3][CH:2]=1.CCCC[N+](CCCC)(CCCC)CCCC.[F-].O1CCCC1. Product: [C:1]1([C:7]2[CH:8]=[C:9]([C:16]3[O:18][N:19]=[C:20]([C:22]4[CH:39]=[CH:38][C:25]([CH2:26][N:27]5[CH2:28][CH:29]([C:31]([O:33][C:34]([CH3:35])([CH3:37])[CH3:36])=[O:32])[CH2:30]5)=[CH:24][CH:23]=4)[N:21]=3)[S:10][C:11]=2[C:12]([F:13])([F:15])[F:14])[CH:6]=[CH:5][CH:4]=[CH:3][CH:2]=1. The catalyst class is: 10.